Dataset: Catalyst prediction with 721,799 reactions and 888 catalyst types from USPTO. Task: Predict which catalyst facilitates the given reaction. (1) Reactant: Br[C:2]1[CH:7]=[CH:6][C:5]([S:8]([NH:11][C:12]2[CH:17]=[CH:16][C:15]([Cl:18])=[CH:14][C:13]=2[C:19]([C:21]2[CH:26]=[CH:25][N:24]=[CH:23][CH:22]=2)=[O:20])(=[O:10])=[O:9])=[CH:4][CH:3]=1.O.[O-]P([O-])([O-])=O.[K+].[K+].[K+].C1(P(C2C=CC=CC=2)C2C=CC3C(=CC=CC=3)C=2C2C3C(=CC=CC=3)C=CC=2P(C2C=CC=CC=2)C2C=CC=CC=2)C=CC=CC=1.[CH3:82][C@H:83]1[O:88][C@@H:87]([CH3:89])[CH2:86][NH:85][CH2:84]1. Product: [Cl:18][C:15]1[CH:16]=[CH:17][C:12]([NH:11][S:8]([C:5]2[CH:6]=[CH:7][C:2]([N:85]3[CH2:84][C@H:83]([CH3:82])[O:88][C@H:87]([CH3:89])[CH2:86]3)=[CH:3][CH:4]=2)(=[O:10])=[O:9])=[C:13]([C:19]([C:21]2[CH:26]=[CH:25][N:24]=[CH:23][CH:22]=2)=[O:20])[CH:14]=1. The catalyst class is: 505. (2) Reactant: [NH:1]1[CH2:6][CH2:5][C:4](=[O:7])[CH2:3][C:2]1=[O:8].[Br:9]Br.ClCCl. Product: [Br:9][CH:3]1[C:4](=[O:7])[CH2:5][CH2:6][NH:1][C:2]1=[O:8]. The catalyst class is: 15. (3) Reactant: [CH3:1][O:2][C:3]1[CH:8]=[CH:7][C:6]([C:9]2[S:13][C:12]([C:14]([OH:16])=O)=[C:11]([NH:17][C:18]([NH:20][C:21]3[C:26]([CH3:27])=[CH:25][C:24]([CH3:28])=[CH:23][C:22]=3[CH3:29])=[O:19])[CH:10]=2)=[CH:5][CH:4]=1.CN(C(ON1N=NC2C=CC=NC1=2)=[N+](C)C)C.F[P-](F)(F)(F)(F)F.CCN(C(C)C)C(C)C.Cl.[NH2:64][C@H:65]([C:70]([O:72][CH3:73])=[O:71])[C@H:66]([CH2:68][CH3:69])[CH3:67]. Product: [CH3:1][O:2][C:3]1[CH:4]=[CH:5][C:6]([C:9]2[S:13][C:12]([C:14]([NH:64][C@H:65]([C:70]([O:72][CH3:73])=[O:71])[C@H:66]([CH2:68][CH3:69])[CH3:67])=[O:16])=[C:11]([NH:17][C:18]([NH:20][C:21]3[C:22]([CH3:29])=[CH:23][C:24]([CH3:28])=[CH:25][C:26]=3[CH3:27])=[O:19])[CH:10]=2)=[CH:7][CH:8]=1. The catalyst class is: 3. (4) Reactant: [Cl:1][C:2]1[CH:7]=[CH:6][C:5]([S:8]([NH:11][C@H:12]([C:15]2[CH:20]=[CH:19][CH:18]=[CH:17][CH:16]=2)[CH2:13][OH:14])(=[O:10])=[O:9])=[CH:4][CH:3]=1.[C:21](OC(=O)C)(=[O:23])[CH3:22]. Product: [C:21]([O:14][CH2:13][C@H:12]([NH:11][S:8]([C:5]1[CH:6]=[CH:7][C:2]([Cl:1])=[CH:3][CH:4]=1)(=[O:9])=[O:10])[C:15]1[CH:16]=[CH:17][CH:18]=[CH:19][CH:20]=1)(=[O:23])[CH3:22]. The catalyst class is: 13. (5) Reactant: [Cl:1][C:2]1[CH:7]=[C:6]2[NH:8][C:9](=[O:40])[C:10]3([CH:15]([C:16]4[CH:21]=[C:20]([F:22])[CH:19]=[CH:18][C:17]=4[CH3:23])[CH2:14][C:13](=[O:24])[N:12]([CH2:25][C:26]([O:28]C(C)(C)C)=[O:27])[CH:11]3[C:33]3[CH:38]=[CH:37][CH:36]=[C:35]([Cl:39])[CH:34]=3)[C:5]2=[CH:4][CH:3]=1.COC([Si](C)(C)C)C.FC(F)(F)C(O)=O.CCN(C(C)C)C(C)C. Product: [Cl:1][C:2]1[CH:7]=[C:6]2[NH:8][C:9](=[O:40])[C:10]3([CH:15]([C:16]4[CH:21]=[C:20]([F:22])[CH:19]=[CH:18][C:17]=4[CH3:23])[CH2:14][C:13](=[O:24])[N:12]([CH2:25][C:26]([OH:28])=[O:27])[CH:11]3[C:33]3[CH:38]=[CH:37][CH:36]=[C:35]([Cl:39])[CH:34]=3)[C:5]2=[CH:4][CH:3]=1. The catalyst class is: 4. (6) The catalyst class is: 25. Reactant: [C:1]([O:5][C:6]([N:8]([CH3:23])[CH2:9][C@H:10]([C:15]1[CH:20]=[CH:19][C:18]([Cl:21])=[C:17]([F:22])[CH:16]=1)[CH2:11][C:12]([OH:14])=O)=[O:7])([CH3:4])([CH3:3])[CH3:2].CN(C(ON1N=[N:39][C:34]2[CH:35]=[CH:36][CH:37]=[N:38][C:33]1=2)=[N+](C)C)C.F[P-](F)(F)(F)(F)F.C[CH2:49][N:50](C(C)C)[CH:51]([CH3:53])[CH3:52].[CH3:57][N:58](C=O)C. Product: [Cl:21][C:18]1[CH:19]=[CH:20][C:15]([C@H:10]([CH2:11][C:12]([N:38]2[CH2:37][CH2:36][C:35]3[CH:57]=[N:58][C:49]([NH:50][CH:51]([CH3:53])[CH3:52])=[N:39][C:34]=3[CH2:33]2)=[O:14])[CH2:9][N:8]([CH3:23])[C:6](=[O:7])[O:5][C:1]([CH3:2])([CH3:3])[CH3:4])=[CH:16][C:17]=1[F:22]. (7) Reactant: [OH-].[Na+].CC1(C)C(C)(C)OB([C:11]2[CH:19]=[CH:18][CH:17]=[C:16]3[C:12]=2[CH:13]=[CH:14][NH:15]3)O1.Cl.Br[C:23]1[CH:28]=[CH:27][N:26]=[CH:25][CH:24]=1. Product: [N:26]1[CH:27]=[CH:28][C:23]([C:11]2[CH:19]=[CH:18][CH:17]=[C:16]3[C:12]=2[CH:13]=[CH:14][NH:15]3)=[CH:24][CH:25]=1. The catalyst class is: 354. (8) Reactant: [CH3:1][O:2][C:3]1[C:4]([Si:13]([C:26]2[CH:31]=[CH:30][CH:29]=[CH:28][CH:27]=2)([C:20]2[CH:25]=[CH:24][CH:23]=[CH:22][CH:21]=2)[C:14]2[CH:19]=[CH:18][CH:17]=[CH:16][CH:15]=2)=[CH:5][C:6]2[C:11]([CH:12]=1)=[CH:10][CH:9]=[CH:8][CH:7]=2.[Br:32]N1C(=O)CCC1=O.CN(C)C=O.CCOC(C)=O. Product: [Br:32][C:12]1[C:11]2[C:6](=[CH:7][CH:8]=[CH:9][CH:10]=2)[CH:5]=[C:4]([Si:13]([C:20]2[CH:21]=[CH:22][CH:23]=[CH:24][CH:25]=2)([C:14]2[CH:19]=[CH:18][CH:17]=[CH:16][CH:15]=2)[C:26]2[CH:31]=[CH:30][CH:29]=[CH:28][CH:27]=2)[C:3]=1[O:2][CH3:1]. The catalyst class is: 6. (9) Reactant: [CH:1]1([C:4]2[O:5][CH:6]=[C:7]([C:9]([O:11][CH3:12])=[O:10])[N:8]=2)[CH2:3][CH2:2]1.C1C(=O)N([Br:20])C(=O)C1.C(Cl)(Cl)(Cl)Cl. Product: [Br:20][C:6]1[O:5][C:4]([CH:1]2[CH2:2][CH2:3]2)=[N:8][C:7]=1[C:9]([O:11][CH3:12])=[O:10]. The catalyst class is: 25.